Dataset: Full USPTO retrosynthesis dataset with 1.9M reactions from patents (1976-2016). Task: Predict the reactants needed to synthesize the given product. (1) Given the product [C:12](/[C:11](/[C:5]1[CH:6]=[CH:7][C:8]([O:9][CH3:10])=[C:3]([O:2][CH3:1])[CH:4]=1)=[CH:14]\[C:15]1[CH:16]=[CH:17][C:18]([O:21][CH2:29][CH2:30][CH2:31][CH2:32][CH2:33][CH2:34][C:35]([O:37][CH2:38][CH3:39])=[O:36])=[CH:19][CH:20]=1)#[N:13], predict the reactants needed to synthesize it. The reactants are: [CH3:1][O:2][C:3]1[CH:4]=[C:5](/[C:11](=[CH:14]/[C:15]2[CH:20]=[CH:19][C:18]([OH:21])=[CH:17][CH:16]=2)/[C:12]#[N:13])[CH:6]=[CH:7][C:8]=1[O:9][CH3:10].C(=O)([O-])[O-].[K+].[K+].Br[CH2:29][CH2:30][CH2:31][CH2:32][CH2:33][CH2:34][C:35]([O:37][CH2:38][CH3:39])=[O:36]. (2) Given the product [ClH:21].[N+:18]([C:14]1[CH:13]=[C:12]([CH:9]2[CH2:10][S:7][C:6]([NH2:5])=[N:8]2)[CH:17]=[CH:16][CH:15]=1)([O-:20])=[O:19], predict the reactants needed to synthesize it. The reactants are: C([NH:5][C:6]([NH:8][CH:9]([C:12]1[CH:17]=[CH:16][CH:15]=[C:14]([N+:18]([O-:20])=[O:19])[CH:13]=1)[CH2:10]O)=[S:7])(C)(C)C.[ClH:21]. (3) The reactants are: [OH:1][C:2]1([C:13]2[CH:18]=[CH:17][CH:16]=[CH:15][CH:14]=2)[C:10]2[C:5](=[CH:6][CH:7]=[C:8](I)[CH:9]=2)[NH:4][C:3]1=[O:12].[CH3:19][C:20]1[C:24](B(O)O)=[C:23]([CH3:28])[O:22][N:21]=1.C(=O)([O-])[O-].[Na+].[Na+].[Cl-].[Li+]. Given the product [CH3:19][C:20]1[C:24]([C:8]2[CH:9]=[C:10]3[C:5](=[CH:6][CH:7]=2)[NH:4][C:3](=[O:12])[C:2]3([OH:1])[C:13]2[CH:18]=[CH:17][CH:16]=[CH:15][CH:14]=2)=[C:23]([CH3:28])[O:22][N:21]=1, predict the reactants needed to synthesize it. (4) Given the product [C:1]1([C:7]2[N:8]=[C:9](/[CH:12]=[N:14]/[C:15]3[CH:20]=[CH:19][C:18]([CH2:21][OH:22])=[CH:17][CH:16]=3)[S:10][CH:11]=2)[CH:2]=[CH:3][CH:4]=[CH:5][CH:6]=1, predict the reactants needed to synthesize it. The reactants are: [C:1]1([C:7]2[N:8]=[C:9]([CH:12]=O)[S:10][CH:11]=2)[CH:6]=[CH:5][CH:4]=[CH:3][CH:2]=1.[NH2:14][C:15]1[CH:20]=[CH:19][C:18]([CH2:21][OH:22])=[CH:17][CH:16]=1.C(O)(=O)C.ClCCCl. (5) The reactants are: [Cl:1][C:2]1[CH:3]=[C:4]([NH:9][C:10]2[C:19]3[C:14](=[CH:15][N:16]=[C:17]([NH:20]CC4C=CC(OC)=CC=4)[CH:18]=3)[N:13]=[CH:12][C:11]=2[C:30]#[N:31])[CH:5]=[CH:6][C:7]=1[F:8].FC(F)(F)C(O)=O. Given the product [NH2:20][C:17]1[CH:18]=[C:19]2[C:14](=[CH:15][N:16]=1)[N:13]=[CH:12][C:11]([C:30]#[N:31])=[C:10]2[NH:9][C:4]1[CH:5]=[CH:6][C:7]([F:8])=[C:2]([Cl:1])[CH:3]=1, predict the reactants needed to synthesize it.